From a dataset of NCI-60 drug combinations with 297,098 pairs across 59 cell lines. Regression. Given two drug SMILES strings and cell line genomic features, predict the synergy score measuring deviation from expected non-interaction effect. (1) Drug 1: C1CN(P(=O)(OC1)NCCCl)CCCl. Drug 2: C1C(C(OC1N2C=NC(=NC2=O)N)CO)O. Cell line: SK-MEL-5. Synergy scores: CSS=-1.43, Synergy_ZIP=0.124, Synergy_Bliss=-0.0723, Synergy_Loewe=-0.738, Synergy_HSA=-1.55. (2) Drug 1: CC(C)(C#N)C1=CC(=CC(=C1)CN2C=NC=N2)C(C)(C)C#N. Drug 2: CC=C1C(=O)NC(C(=O)OC2CC(=O)NC(C(=O)NC(CSSCCC=C2)C(=O)N1)C(C)C)C(C)C. Cell line: MDA-MB-435. Synergy scores: CSS=26.0, Synergy_ZIP=1.27, Synergy_Bliss=-2.73, Synergy_Loewe=-44.4, Synergy_HSA=-5.07.